From a dataset of Forward reaction prediction with 1.9M reactions from USPTO patents (1976-2016). Predict the product of the given reaction. (1) Given the reactants [N+:1]([C:4]1[C:5](Cl)=[N:6][C:7]([Cl:11])=[C:8]([Cl:10])[CH:9]=1)([O-:3])=[O:2].[NH2:13][C:14]1[CH:19]=[CH:18][C:17]([CH2:20][CH2:21][OH:22])=[CH:16][CH:15]=1, predict the reaction product. The product is: [Cl:10][C:8]1[CH:9]=[C:4]([N+:1]([O-:3])=[O:2])[C:5]([NH:13][C:14]2[CH:19]=[CH:18][C:17]([CH2:20][CH2:21][OH:22])=[CH:16][CH:15]=2)=[N:6][C:7]=1[Cl:11]. (2) Given the reactants Br[CH2:2][C:3]([C:5]1[CH:10]=[CH:9][C:8](Br)=[CH:7][CH:6]=1)=O.[C:12]([O-:15])([O-])=[O:13].[K+].[K+].[CH3:18][N:19]1[CH2:24][CH2:23][NH:22][CH2:21][CH2:20]1.[C:25](#[N:27])[CH3:26], predict the reaction product. The product is: [C:25]([C:26]1[CH:7]=[CH:6][C:5]([C:24]2[N:19]3[CH:18]=[C:3]([C:5]4[CH:10]=[CH:9][C:8]([C:12]([OH:15])=[O:13])=[CH:7][CH:6]=4)[CH:2]=[CH:20][C:21]3=[N:22][CH:23]=2)=[CH:3][CH:2]=1)#[N:27]. (3) Given the reactants C(O)=O.[NH2:4][CH2:5][CH2:6][C:7]1[CH:41]=[CH:40][C:10]([NH:11][CH:12]2[CH2:17][CH2:16][N:15]([C:18]([N:20]3[CH2:25][CH2:24][CH:23]([C:26]4[CH:31]=[CH:30][C:29]([O:32][CH3:33])=[C:28]([O:34][CH:35]5[CH2:39][CH2:38][CH2:37][CH2:36]5)[CH:27]=4)[CH2:22][CH2:21]3)=[O:19])[CH2:14][CH2:13]2)=[CH:9][CH:8]=1.C([Si]([O:59][C:60]1[CH:65]=[CH:64][C:63]([O:66][CH2:67][CH:68]2[CH2:70][O:69]2)=[CH:62][CH:61]=1)(C1C=CC=CC=1)C1C=CC=CC=1)(C)(C)C, predict the reaction product. The product is: [CH:35]1([O:34][C:28]2[CH:27]=[C:26]([CH:23]3[CH2:22][CH2:21][N:20]([C:18]([N:15]4[CH2:14][CH2:13][CH:12]([NH:11][C:10]5[CH:40]=[CH:41][C:7]([CH2:6][CH2:5][NH:4][CH2:70][C@H:68]([OH:69])[CH2:67][O:66][C:63]6[CH:64]=[CH:65][C:60]([OH:59])=[CH:61][CH:62]=6)=[CH:8][CH:9]=5)[CH2:17][CH2:16]4)=[O:19])[CH2:25][CH2:24]3)[CH:31]=[CH:30][C:29]=2[O:32][CH3:33])[CH2:36][CH2:37][CH2:38][CH2:39]1. (4) Given the reactants [C:1](O)([C:3](F)(F)F)=[O:2].[CH3:8][O:9][C:10]1[N:15]=[C:14]([C:16]2[CH:17]=[C:18]([O:25][C@@H:26]([C@H:28]3[CH2:32][NH:31][C:30](=[O:33])[CH2:29]3)[CH3:27])[C:19]3[S:23][CH:22]=[N:21][C:20]=3[CH:24]=2)[CH:13]=[CH:12][C:11]=1[N:34]1[CH2:39][CH2:38][NH:37][CH2:36][CH2:35]1, predict the reaction product. The product is: [C:1]([N:37]1[CH2:36][CH2:35][N:34]([C:11]2[CH:12]=[CH:13][C:14]([C:16]3[CH:17]=[C:18]([O:25][C@@H:26]([C@H:28]4[CH2:32][NH:31][C:30](=[O:33])[CH2:29]4)[CH3:27])[C:19]4[S:23][CH:22]=[N:21][C:20]=4[CH:24]=3)=[N:15][C:10]=2[O:9][CH3:8])[CH2:39][CH2:38]1)(=[O:2])[CH3:3]. (5) Given the reactants [NH2:1][C:2]1[CH:6]=[CH:5][NH:4][C:3]=1[C:7]([O:9]CC)=O.Cl[C:13](Cl)([O:15]C(=O)OC(Cl)(Cl)Cl)Cl.[F:24][C:25]1[CH:39]=[CH:38][CH:37]=[C:36]([F:40])[C:26]=1[CH2:27][O:28][C:29]1[CH:30]=[C:31]([CH:33]=[CH:34][CH:35]=1)[NH2:32].Cl, predict the reaction product. The product is: [F:24][C:25]1[CH:39]=[CH:38][CH:37]=[C:36]([F:40])[C:26]=1[CH2:27][O:28][C:29]1[CH:30]=[C:31]([N:32]2[C:7](=[O:9])[C:3]3[NH:4][CH:5]=[CH:6][C:2]=3[NH:1][C:13]2=[O:15])[CH:33]=[CH:34][CH:35]=1. (6) The product is: [F:20][C@H:21]1[CH2:23][C@H:22]1[C:24]([NH:18][C:13]1[N:14]=[CH:15][C:16]2[C:11]([CH:12]=1)=[CH:10][CH:9]=[C:8]([C:4]1[CH:5]=[N:6][CH:7]=[C:2]([F:1])[C:3]=1[CH3:19])[CH:17]=2)=[O:25]. Given the reactants [F:1][C:2]1[C:3]([CH3:19])=[C:4]([C:8]2[CH:17]=[C:16]3[C:11]([CH:12]=[C:13]([NH2:18])[N:14]=[CH:15]3)=[CH:10][CH:9]=2)[CH:5]=[N:6][CH:7]=1.[F:20][C@H:21]1[CH2:23][C@H:22]1[C:24](O)=[O:25].F[P-](F)(F)(F)(F)F.N1(O[P+](N2CCCC2)(N2CCCC2)N2CCCC2)C2N=CC=CC=2N=N1.C(N(CC)C(C)C)(C)C.CN(C)C=O, predict the reaction product. (7) The product is: [Cl:1][C:2]1=[C:3]([CH:28]=[CH:29][C:30]2[C:38]([CH3:39])([CH3:40])[C:37]3[C:32](=[CH:33][CH:34]=[C:35]([S:41]([O-:44])(=[O:42])=[O:43])[CH:36]=3)[N+:31]=2[CH2:57][CH2:58][CH2:59][CH2:60][S:66]([O-:69])(=[O:68])=[O:67])[CH2:4][CH2:5]/[C:6]/1=[CH:7]\[CH:99]=[C:95]1/[C:96]([CH3:98])([CH3:97])[C:82]2[C:83](=[N:94]/1)[N:84]([CH2:86][CH2:87][CH2:88][CH2:89][S:90]([O-:93])(=[O:92])=[O:91])[CH:85]=[C:80]([Cl:79])[CH:81]=2.[Na+:52].[Na+:52]. Given the reactants [Cl:1][C:2]1=[C:3]([CH:28]=[CH:29][C:30]2[C:38]([CH3:40])([CH3:39])[C:37]3[C:32](=[CH:33][CH:34]=[C:35]([S:41]([O-:44])(=[O:43])=[O:42])[CH:36]=3)[N+:31]=2CCCS([O-])(=O)=O)[CH2:4][CH2:5][CH2:6]/[C:7]/1=C\C=C1/C(C)(C)C2C(=N/1)N(CCCS([O-])(=O)=O)C=CC=2.[Na+:52].[Na+].CC1C(C)(C)C2[C:57](=[CH:58][CH:59]=[C:60]([S:66]([O-:69])(=[O:68])=[O:67])C=2)[N+]=1CCC(S([O-])(=O)=O)C.[Na+].[Cl:79][C:80]1[CH:81]=[C:82]2[C:96]([CH3:98])([CH3:97])[C:95]([CH3:99])=[N:94][C:83]2=[N+:84]([CH2:86][CH2:87][CH2:88][CH2:89][S:90]([O-:93])(=[O:92])=[O:91])[CH:85]=1, predict the reaction product. (8) Given the reactants [C:1]([NH:8][C:9]1[CH:14]=[CH:13][CH:12]=[CH:11][CH:10]=1)([O:3][C:4]([CH3:7])([CH3:6])C)=[O:2].C([Li])(C)(C)C.CCCCC.[C:25]([N:32]1[CH2:37]CC(=O)C[CH2:33]1)([O:27][C:28]([CH3:31])([CH3:30])[CH3:29])=[O:26].Cl, predict the reaction product. The product is: [O:2]=[C:1]1[NH:8][C:9]2[CH:10]=[CH:11][CH:12]=[CH:13][C:14]=2[C:4]2([CH2:6][CH2:37][N:32]([C:25]([O:27][C:28]([CH3:31])([CH3:30])[CH3:29])=[O:26])[CH2:33][CH2:7]2)[O:3]1. (9) Given the reactants [C:1]([O:5][C:6]([C:8]1[CH:13]=[CH:12][C:11]([CH2:14][C:15]2([Ti:20](Cl)(Cl)[C:21]3([CH3:30])[C:25]([CH3:26])=[C:24]([CH3:27])[C:23]([CH3:28])=[C:22]3[CH3:29])[CH:19]=[CH:18][CH:17]=[CH:16]2)=[CH:10][CH:9]=1)=[O:7])([CH3:4])([CH3:3])[CH3:2].[C:33]1([SH:40])[C:34]([SH:39])=[CH:35][CH:36]=[CH:37][CH:38]=1, predict the reaction product. The product is: [CH3:26][C:25]1[C:21]([Ti+3:20])([CH3:30])[C:22]([CH3:29])=[C:23]([CH3:28])[C:24]=1[CH3:27].[C:1]([O:5][C:6]([C:8]1[CH:9]=[CH:10][C:11]([CH2:14][C:15]2([C:38]3[CH:37]=[CH:36][CH:35]=[C:34]([S-:39])[C:33]=3[S-:40])[CH:19]=[CH:18][CH:17]=[CH:16]2)=[CH:12][CH:13]=1)=[O:7])([CH3:2])([CH3:3])[CH3:4].[C:1]([O:5][C:6]([C:8]1[CH:9]=[CH:10][C:11]([CH2:14][C:15]2([C:38]3[CH:37]=[CH:36][CH:35]=[C:34]([S-:39])[C:33]=3[S-:40])[CH:19]=[CH:18][CH:17]=[CH:16]2)=[CH:12][CH:13]=1)=[O:7])([CH3:2])([CH3:3])[CH3:4].[C:1]([O:5][C:6]([C:8]1[CH:9]=[CH:10][C:11]([CH2:14][C:15]2([C:38]3[CH:37]=[CH:36][CH:35]=[C:34]([S-:39])[C:33]=3[S-:40])[CH:19]=[CH:18][CH:17]=[CH:16]2)=[CH:12][CH:13]=1)=[O:7])([CH3:2])([CH3:3])[CH3:4].[CH3:26][C:25]1[C:21]([Ti+3:20])([CH3:30])[C:22]([CH3:29])=[C:23]([CH3:28])[C:24]=1[CH3:27].